This data is from Forward reaction prediction with 1.9M reactions from USPTO patents (1976-2016). The task is: Predict the product of the given reaction. (1) The product is: [CH3:9][O:10][CH:11]([O:12][CH3:13])[C:4]1[CH:5]=[CH:6][N:1]=[CH:2][CH:3]=1. Given the reactants [N:1]1[CH:6]=[CH:5][C:4](C=O)=[CH:3][CH:2]=1.[CH3:9][O:10][CH:11](OC)[O:12][CH3:13].S(=O)(=O)(O)O.C[O-].[Na+], predict the reaction product. (2) Given the reactants [F:1][C:2]([F:6])([F:5])[CH2:3][NH2:4].[CH3:7][C:8]([O:11][C:12]([N:14]1[CH2:18][C:17](=O)[O:16]C1=O)=[O:13])([CH3:10])[CH3:9], predict the reaction product. The product is: [CH3:10][C:8]([O:11][C:12](=[O:13])[NH:14][CH2:18][C:17](=[O:16])[NH:4][CH2:3][C:2]([F:6])([F:5])[F:1])([CH3:7])[CH3:9]. (3) Given the reactants [OH:1][C:2]1[CH:10]=[CH:9][C:8]([C:11]2[N:12]([C:27]([O:29][C:30]([CH3:33])([CH3:32])[CH3:31])=[O:28])[C:13]3[C:18]([CH:19]=2)=[CH:17][C:16]([CH2:20][N:21]2[CH2:26][CH2:25][CH2:24][CH2:23][CH2:22]2)=[CH:15][CH:14]=3)=[C:7]2[C:3]=1[CH2:4][NH:5][C:6]2=[O:34].[CH3:35][N:36]([CH3:40])[C:37](Cl)=[O:38], predict the reaction product. The product is: [CH3:35][N:36]([CH3:40])[C:37]([O:1][C:2]1[CH:10]=[CH:9][C:8]([C:11]2[N:12]([C:27]([O:29][C:30]([CH3:31])([CH3:33])[CH3:32])=[O:28])[C:13]3[C:18]([CH:19]=2)=[CH:17][C:16]([CH2:20][N:21]2[CH2:26][CH2:25][CH2:24][CH2:23][CH2:22]2)=[CH:15][CH:14]=3)=[C:7]2[C:3]=1[CH2:4][NH:5][C:6]2=[O:34])=[O:38]. (4) Given the reactants [H-].[Na+].[NH2:3][C@@H:4]1[CH2:9][CH2:8][C@H:7]([C:10]([OH:12])=[O:11])[CH2:6][CH2:5]1.Cl[C:14]1[C:23]2[C:18](=[C:19]([O:26][CH:27]3[CH2:31][CH2:30][CH2:29][CH2:28]3)[C:20]([O:24][CH3:25])=[CH:21][CH:22]=2)[O:17][C:16](=[O:32])[CH:15]=1.OP([O-])(O)=O.[K+], predict the reaction product. The product is: [CH:27]1([O:26][C:19]2[C:20]([O:24][CH3:25])=[CH:21][CH:22]=[C:23]3[C:18]=2[O:17][C:16](=[O:32])[CH:15]=[C:14]3[NH:3][C@@H:4]2[CH2:9][CH2:8][C@H:7]([C:10]([OH:12])=[O:11])[CH2:6][CH2:5]2)[CH2:28][CH2:29][CH2:30][CH2:31]1. (5) Given the reactants [C:1]([Si:3]([CH3:6])([CH3:5])[CH3:4])#[CH:2].[Li]CCCC.[S:12]1[CH:16]=[CH:15][C:14]([CH:17]=[O:18])=[CH:13]1, predict the reaction product. The product is: [S:12]1[CH:16]=[CH:15][C:14]([CH:17]([OH:18])[C:2]#[C:1][Si:3]([CH3:6])([CH3:5])[CH3:4])=[CH:13]1. (6) Given the reactants [CH3:1][C:2]1([CH3:9])[O:6][CH:5]([CH2:7][OH:8])[CH2:4][O:3]1.Cl[CH2:11][C:12]([O:14][C:15]1[C:28]2[C:19](=[N+:20]([O-:32])[C:21]3[C:26]([N+:27]=2[O-:29])=[CH:25][CH:24]=[CH:23][C:22]=3[O:30]C)[CH:18]=[CH:17][CH:16]=1)=[O:13], predict the reaction product. The product is: [CH3:1][C:2]1([CH3:9])[O:6][CH:5]([CH2:7][O:8][CH2:11][C:12]([O:14][C:15]2[C:28]3[C:19](=[N+:20]([O-:32])[C:21]4[C:26]([N+:27]=3[O-:29])=[CH:25][CH:24]=[CH:23][C:22]=4[OH:30])[CH:18]=[CH:17][CH:16]=2)=[O:13])[CH2:4][O:3]1.